From a dataset of Reaction yield outcomes from USPTO patents with 853,638 reactions. Predict the reaction yield, written as a fraction of the theoretical maximum amount of product (1.0 means a 100% yield; for example, 0.34 means a 34% yield). (1) The reactants are C(O)(=O)C.[NH2:5][CH2:6][C@@H:7]([C:9]1[CH:10]=[CH:11][C:12]([OH:20])=[C:13]([NH:15][S:16]([CH3:19])(=[O:18])=[O:17])[CH:14]=1)[OH:8].[O:21]=[C:22]1[N:26]([CH2:27][C:28]([O:30][C:31]([CH3:34])([CH3:33])[CH3:32])=[O:29])[C:25](=[O:35])[CH:24]([CH2:36][C:37]2[CH:42]=[CH:41][C:40]([N:43]3[CH2:48][CH2:47][C:46](=O)[CH2:45][CH2:44]3)=[CH:39][CH:38]=2)[S:23]1.C(O[BH-](OC(=O)C)OC(=O)C)(=O)C.[Na+]. The catalyst is CN(C=O)C. The product is [C:31]([O:30][C:28](=[O:29])[CH2:27][N:26]1[C:25](=[O:35])[CH:24]([CH2:36][C:37]2[CH:42]=[CH:41][C:40]([N:43]3[CH2:44][CH2:45][CH:46]([NH:5][CH2:6][C@H:7]([OH:8])[C:9]4[CH:10]=[CH:11][C:12]([OH:20])=[C:13]([NH:15][S:16]([CH3:19])(=[O:18])=[O:17])[CH:14]=4)[CH2:47][CH2:48]3)=[CH:39][CH:38]=2)[S:23][C:22]1=[O:21])([CH3:34])([CH3:32])[CH3:33]. The yield is 0.680. (2) The reactants are [CH3:1][CH:2]1[C:6](=[O:7])[CH2:5][CH2:4][C:3]1=[O:8].CI.[OH-].[K+].O1CCOC[CH2:14]1. The catalyst is O. The product is [CH3:1][C:2]1([CH3:14])[C:6](=[O:7])[CH2:5][CH2:4][C:3]1=[O:8]. The yield is 0.930.